Dataset: Catalyst prediction with 721,799 reactions and 888 catalyst types from USPTO. Task: Predict which catalyst facilitates the given reaction. (1) Product: [CH3:1][N:2]1[C:5]2[C:18](=[CH:19][C:11]([N+:8]([O-:10])=[O:9])=[CH:12][CH:13]=2)[CH:17]=[CH:3]1. Reactant: [CH3:1][N:2]([CH3:5])[CH:3]=O.[OH-].[Na+].[N+:8]([C:11]1[CH:12]=[C:13]2[C:17](=[CH:18][CH:19]=1)NC=C2)([O-:10])=[O:9].S(OC)(OC)(=O)=O. The catalyst class is: 6. (2) Reactant: Br[C:2]1[CH:7]=[CH:6][C:5]([N:8]2[CH:17]=[C:16]3[C:10]([CH2:11][CH2:12][N:13](CC4C=CC=CC=4)[CH2:14][CH2:15]3)=[N:9]2)=[CH:4][CH:3]=1. Product: [C:5]1([N:8]2[CH:17]=[C:16]3[C:10]([CH2:11][CH2:12][NH:13][CH2:14][CH2:15]3)=[N:9]2)[CH:4]=[CH:3][CH:2]=[CH:7][CH:6]=1. The catalyst class is: 29. (3) Reactant: Cl.Cl.[NH2:3][CH2:4][C@@:5]1([OH:13])[CH:10]2[CH2:11][CH2:12][N:7]([CH2:8][CH2:9]2)[CH2:6]1.C([O-])([O-])=O.[Cs+].[Cs+].[N:20]([C:23]1[CH:28]=[C:27]([C:29]2[CH:34]=[CH:33][N:32]=[CH:31][CH:30]=2)[N:26]=[CH:25][N:24]=1)=[C:21]=S.C(N=C=NC(C)C)(C)C. Product: [N:32]1[CH:31]=[CH:30][C:29]([C:27]2[N:26]=[CH:25][N:24]=[C:23]([NH:20][C:21]3[O:13][C@:5]4([CH2:4][N:3]=3)[CH:10]3[CH2:9][CH2:8][N:7]([CH2:12][CH2:11]3)[CH2:6]4)[CH:28]=2)=[CH:34][CH:33]=1. The catalyst class is: 9. (4) Reactant: [C:1]([O:5][C:6](=[O:21])[NH:7][C:8]1[CH:13]=[CH:12][C:11]([C:14]([CH3:17])([CH3:16])[CH3:15])=[C:10]([N+:18]([O-])=O)[CH:9]=1)([CH3:4])([CH3:3])[CH3:2]. Product: [C:1]([O:5][C:6](=[O:21])[NH:7][C:8]1[CH:13]=[CH:12][C:11]([C:14]([CH3:17])([CH3:16])[CH3:15])=[C:10]([NH2:18])[CH:9]=1)([CH3:4])([CH3:2])[CH3:3]. The catalyst class is: 19. (5) Reactant: C(=O)([O-])[O-].[K+].[K+].C(N(CC)CC)C.Cl.[NH2:15][CH2:16][CH2:17][CH2:18][CH2:19][C:20]([O:22][CH2:23][CH3:24])=[O:21].Cl[C:26]1[C:35]2[C:30](=[CH:31][CH:32]=[CH:33][CH:34]=2)[N:29]=[CH:28][C:27]=1[N+:36]([O-:38])=[O:37]. Product: [N+:36]([C:27]1[CH:28]=[N:29][C:30]2[C:35]([C:26]=1[NH:15][CH2:16][CH2:17][CH2:18][CH2:19][C:20]([O:22][CH2:23][CH3:24])=[O:21])=[CH:34][CH:33]=[CH:32][CH:31]=2)([O-:38])=[O:37]. The catalyst class is: 146.